From a dataset of NCI-60 drug combinations with 297,098 pairs across 59 cell lines. Regression. Given two drug SMILES strings and cell line genomic features, predict the synergy score measuring deviation from expected non-interaction effect. Drug 1: CC1=C(C=C(C=C1)C(=O)NC2=CC(=CC(=C2)C(F)(F)F)N3C=C(N=C3)C)NC4=NC=CC(=N4)C5=CN=CC=C5. Drug 2: C1CNP(=O)(OC1)N(CCCl)CCCl. Cell line: MDA-MB-435. Synergy scores: CSS=-2.63, Synergy_ZIP=2.24, Synergy_Bliss=4.27, Synergy_Loewe=-0.339, Synergy_HSA=-0.584.